Dataset: Forward reaction prediction with 1.9M reactions from USPTO patents (1976-2016). Task: Predict the product of the given reaction. (1) Given the reactants Br[C:2]1[CH:3]=[C:4]2[C:8](=[CH:9][C:10]=1[CH3:11])[N:7]([C:12]1[CH:17]=[CH:16][C:15]([F:18])=[CH:14][CH:13]=1)[N:6]=[CH:5]2.[CH3:19][OH:20].C(N(CC)CC)C.CN([CH:31]=[O:32])C, predict the reaction product. The product is: [F:18][C:15]1[CH:16]=[CH:17][C:12]([N:7]2[C:8]3[C:4](=[CH:3][C:2]([C:19]([O:32][CH3:31])=[O:20])=[C:10]([CH3:11])[CH:9]=3)[CH:5]=[N:6]2)=[CH:13][CH:14]=1. (2) Given the reactants CS(O[CH2:6][C@H:7]1[CH2:12][CH2:11][CH2:10][CH2:9][C@@H:8]1[NH:13][C:14](=[O:20])[O:15][C:16]([CH3:19])([CH3:18])[CH3:17])(=O)=O.[N-:21]=[N+:22]=[N-:23].[Na+], predict the reaction product. The product is: [N:21]([CH2:6][C@H:7]1[CH2:12][CH2:11][CH2:10][CH2:9][C@@H:8]1[NH:13][C:14](=[O:20])[O:15][C:16]([CH3:19])([CH3:18])[CH3:17])=[N+:22]=[N-:23]. (3) The product is: [CH3:31][O:32][C:33]1[CH:34]=[C:35]([C@@:41]23[CH2:49][CH2:48][C@@H:47]([NH:50][C:20]([NH:8][C:6]4[CH:5]=[C:4]([CH3:9])[N:3]=[C:2]([CH3:1])[CH:7]=4)=[O:22])[CH2:46][C@@H:45]2[N:44]([CH3:51])[CH2:43][CH2:42]3)[CH:36]=[CH:37][C:38]=1[O:39][CH3:40]. Given the reactants [CH3:1][C:2]1[CH:7]=[C:6]([NH2:8])[CH:5]=[C:4]([CH3:9])[N:3]=1.C(N(C(C)C)CC)(C)C.Cl[C:20](Cl)([O:22]C(=O)OC(Cl)(Cl)Cl)Cl.[CH3:31][O:32][C:33]1[CH:34]=[C:35]([C@@:41]23[CH2:49][CH2:48][C@@H:47]([NH2:50])[CH2:46][C@@H:45]2[N:44]([CH3:51])[CH2:43][CH2:42]3)[CH:36]=[CH:37][C:38]=1[O:39][CH3:40], predict the reaction product. (4) Given the reactants [CH:1]1([C:11]([OH:13])=O)[C:10]2[C:5](=[CH:6][CH:7]=[CH:8][CH:9]=2)[CH2:4][CH2:3][CH2:2]1.[CH2:14]([N:16]1[CH:20]=[C:19]([CH2:21][NH:22][C:23]2[CH:28]=[CH:27][C:26]([CH:29]([CH3:31])[CH3:30])=[CH:25][CH:24]=2)[CH:18]=[N:17]1)[CH3:15], predict the reaction product. The product is: [CH2:14]([N:16]1[CH:20]=[C:19]([CH2:21][N:22]([C:23]2[CH:24]=[CH:25][C:26]([CH:29]([CH3:30])[CH3:31])=[CH:27][CH:28]=2)[C:11]([CH:1]2[C:10]3[C:5](=[CH:6][CH:7]=[CH:8][CH:9]=3)[CH2:4][CH2:3][CH2:2]2)=[O:13])[CH:18]=[N:17]1)[CH3:15]. (5) Given the reactants [NH2:1][C:2]1[N:7]=[CH:6][C:5]([C:8]2[CH:17]=[CH:16][C:11]([C:12]([O:14][CH3:15])=[O:13])=[C:10]([Cl:18])[CH:9]=2)=[CH:4][N:3]=1.Cl[CH:20]([C:23]1([C:26]2[CH:27]=[C:28]3[C:33](=[CH:34][CH:35]=2)[N:32]=[CH:31][CH:30]=[CH:29]3)[CH2:25][CH2:24]1)[CH:21]=O, predict the reaction product. The product is: [Cl:18][C:10]1[CH:9]=[C:8]([C:5]2[CH:4]=[N:3][C:2]3[N:7]([C:20]([C:23]4([C:26]5[CH:27]=[C:28]6[C:33](=[CH:34][CH:35]=5)[N:32]=[CH:31][CH:30]=[CH:29]6)[CH2:25][CH2:24]4)=[CH:21][N:1]=3)[CH:6]=2)[CH:17]=[CH:16][C:11]=1[C:12]([O:14][CH3:15])=[O:13]. (6) Given the reactants I[C:2]1[CH:7]=[CH:6][CH:5]=[CH:4][C:3]=1[CH2:8][C:9]([O:11][CH3:12])=[O:10].C(N(CC)CC)C.[CH3:20][Si:21]([C:24]#[CH:25])([CH3:23])[CH3:22], predict the reaction product. The product is: [CH3:20][Si:21]([C:24]#[C:25][C:2]1[CH:7]=[CH:6][CH:5]=[CH:4][C:3]=1[CH2:8][C:9]([O:11][CH3:12])=[O:10])([CH3:23])[CH3:22]. (7) Given the reactants S(O)(O)(=O)=O.[NH2:6][C:7]1[N:12]=[C:11](O)[C:10]([NH2:14])=[C:9](O)[N:8]=1.N[C:17]1[N:22]=[C:21](O)C(N)=C(O)N=1.[ClH:26].[Cl-:27].Cl[CH:29]=[N+:30]([CH3:32])[CH3:31].[OH-].[Na+].[C:35](=O)([O-])[O-].[Na+].[Na+], predict the reaction product. The product is: [Cl:26][C:9]1[C:10]([N:14]=[CH:29][N:30]([CH3:32])[CH3:31])=[C:11]([Cl:27])[N:12]=[C:7]([N:6]=[CH:35][N:22]([CH3:21])[CH3:17])[N:8]=1. (8) Given the reactants Br[C:2]1[C:3]([C:16]2[CH:21]=[CH:20][CH:19]=[CH:18][CH:17]=2)=[N:4][C:5]2[C:10]([N:11]=1)=[CH:9][C:8]([C:12]([O:14]C)=[O:13])=[CH:7][CH:6]=2.[C:22]1([CH3:31])[CH:27]=[CH:26][CH:25]=[CH:24][C:23]=1B(O)O, predict the reaction product. The product is: [C:16]1([C:3]2[C:2]([C:23]3[CH:24]=[CH:25][CH:26]=[CH:27][C:22]=3[CH3:31])=[N:11][C:10]3[C:5](=[CH:6][CH:7]=[C:8]([C:12]([OH:14])=[O:13])[CH:9]=3)[N:4]=2)[CH:21]=[CH:20][CH:19]=[CH:18][CH:17]=1.